Dataset: Retrosynthesis with 50K atom-mapped reactions and 10 reaction types from USPTO. Task: Predict the reactants needed to synthesize the given product. (1) Given the product C[C@]12Cn3cnc(-c4ccc(F)cc4)c3C=C1CCC[C@@H]2C(=O)c1ccc(C(=O)O)s1, predict the reactants needed to synthesize it. The reactants are: COC(=O)c1ccc(C(=O)[C@H]2CCCC3=Cc4c(-c5ccc(F)cc5)ncn4C[C@@]32C)s1. (2) Given the product O=Cc1ccc(OCCCCCCO)cc1, predict the reactants needed to synthesize it. The reactants are: O=Cc1ccc(O)cc1.OCCCCCCCl. (3) Given the product C=CCC[C@H]1CC[C@H](COc2cccc(F)c2F)CC1, predict the reactants needed to synthesize it. The reactants are: CC(C)(C)[O-].O=CCC[C@H]1CC[C@H](COc2cccc(F)c2F)CC1. (4) Given the product CCS(=O)(=O)c1ccc(CNC(=O)c2cnc3c(c2)CN(S(=O)(=O)c2ccc(C#N)cc2)[C@H]3C(C)C)cc1, predict the reactants needed to synthesize it. The reactants are: CCS(=O)(=O)c1ccc(CNC(=O)c2cnc3c(c2)CN[C@H]3C(C)C)cc1.N#Cc1ccc(S(=O)(=O)Cl)cc1. (5) Given the product COC(=O)c1ccc(NC2CCCCC2C)c(N)c1, predict the reactants needed to synthesize it. The reactants are: COC(=O)c1ccc(NC2CCCCC2C)c([N+](=O)[O-])c1. (6) Given the product CC(C)(C)OC(=O)N[C@H]1CCCN(c2c(NC(=O)c3csc(-c4c(F)cccc4F)n3)cnc3ccccc23)C1, predict the reactants needed to synthesize it. The reactants are: CC(C)(C)OC(=O)N[C@H]1CCCN(c2c(N)cnc3ccccc23)C1.O=C(O)c1csc(-c2c(F)cccc2F)n1. (7) Given the product CCCC[C@H](NC(=O)O[C@@H](Cc1nnc(-c2ccccc2)o1)C(C)(C)C)C(=O)OC, predict the reactants needed to synthesize it. The reactants are: CC(C)(C)[C@@H](O)Cc1nnc(-c2ccccc2)o1.CCCC[C@H](N=C=O)C(=O)OC.